Dataset: Forward reaction prediction with 1.9M reactions from USPTO patents (1976-2016). Task: Predict the product of the given reaction. Given the reactants [Br:1][C:2]1[CH:11]=[CH:10][C:5]([C:6]([NH:8][NH2:9])=[O:7])=[CH:4][CH:3]=1.[CH3:12][N:13]([CH3:20])[C:14](OC)(OC)[CH3:15], predict the reaction product. The product is: [Br:1][C:2]1[CH:11]=[CH:10][C:5]([C:6]([NH:8]/[N:9]=[C:14](/[N:13]([CH3:20])[CH3:12])\[CH3:15])=[O:7])=[CH:4][CH:3]=1.